This data is from Full USPTO retrosynthesis dataset with 1.9M reactions from patents (1976-2016). The task is: Predict the reactants needed to synthesize the given product. Given the product [F:1][C:2]([F:7])([F:6])[C:3]([OH:5])=[O:4].[Cl:15][C:16]1[CH:17]=[N:18][C:19]2[NH:20][C:21]3[CH:22]=[CH:23][CH:24]=[C:25]([CH:46]=3)[CH2:26][CH2:27][C:28]3[CH:36]=[C:32]([NH:33][C:34]=1[N:35]=2)[CH:31]=[CH:30][C:29]=3[NH:37][C:38]([CH:40]1[CH2:45][CH2:44][N:43]([C:52]([C:48]2[O:47][CH:51]=[CH:50][CH:49]=2)=[O:53])[CH2:42][CH2:41]1)=[O:39], predict the reactants needed to synthesize it. The reactants are: [F:1][C:2]([F:7])([F:6])[C:3]([OH:5])=[O:4].FC(F)(F)C(O)=O.[Cl:15][C:16]1[CH:17]=[N:18][C:19]2[NH:20][C:21]3[CH:22]=[CH:23][CH:24]=[C:25]([CH:46]=3)[CH2:26][CH2:27][C:28]3[CH:36]=[C:32]([NH:33][C:34]=1[N:35]=2)[CH:31]=[CH:30][C:29]=3[NH:37][C:38]([CH:40]1[CH2:45][CH2:44][NH:43][CH2:42][CH2:41]1)=[O:39].[O:47]1[CH:51]=[CH:50][CH:49]=[C:48]1[C:52](Cl)=[O:53].